From a dataset of NCI-60 drug combinations with 297,098 pairs across 59 cell lines. Regression. Given two drug SMILES strings and cell line genomic features, predict the synergy score measuring deviation from expected non-interaction effect. (1) Drug 1: CS(=O)(=O)C1=CC(=C(C=C1)C(=O)NC2=CC(=C(C=C2)Cl)C3=CC=CC=N3)Cl. Drug 2: C1=CC(=CC=C1CCCC(=O)O)N(CCCl)CCCl. Cell line: OVCAR-5. Synergy scores: CSS=14.2, Synergy_ZIP=-6.44, Synergy_Bliss=-2.20, Synergy_Loewe=-3.50, Synergy_HSA=-1.37. (2) Drug 1: CC(CN1CC(=O)NC(=O)C1)N2CC(=O)NC(=O)C2. Drug 2: CCCCC(=O)OCC(=O)C1(CC(C2=C(C1)C(=C3C(=C2O)C(=O)C4=C(C3=O)C=CC=C4OC)O)OC5CC(C(C(O5)C)O)NC(=O)C(F)(F)F)O. Cell line: OVCAR3. Synergy scores: CSS=17.0, Synergy_ZIP=-4.49, Synergy_Bliss=-0.0555, Synergy_Loewe=-1.23, Synergy_HSA=-0.888.